Task: Regression. Given two drug SMILES strings and cell line genomic features, predict the synergy score measuring deviation from expected non-interaction effect.. Dataset: NCI-60 drug combinations with 297,098 pairs across 59 cell lines (1) Drug 1: CCCS(=O)(=O)NC1=C(C(=C(C=C1)F)C(=O)C2=CNC3=C2C=C(C=N3)C4=CC=C(C=C4)Cl)F. Drug 2: C1=C(C(=O)NC(=O)N1)N(CCCl)CCCl. Cell line: IGROV1. Synergy scores: CSS=22.0, Synergy_ZIP=-2.42, Synergy_Bliss=-3.77, Synergy_Loewe=-6.41, Synergy_HSA=-3.07. (2) Drug 1: COC1=CC(=CC(=C1O)OC)C2C3C(COC3=O)C(C4=CC5=C(C=C24)OCO5)OC6C(C(C7C(O6)COC(O7)C8=CC=CS8)O)O. Drug 2: CN1C2=C(C=C(C=C2)N(CCCl)CCCl)N=C1CCCC(=O)O.Cl. Cell line: NCI-H226. Synergy scores: CSS=18.6, Synergy_ZIP=-5.08, Synergy_Bliss=-2.44, Synergy_Loewe=-22.2, Synergy_HSA=-1.10. (3) Drug 1: C1=NC(=NC(=O)N1C2C(C(C(O2)CO)O)O)N. Drug 2: C1CN(CCN1C(=O)CCBr)C(=O)CCBr. Cell line: U251. Synergy scores: CSS=67.3, Synergy_ZIP=-0.0179, Synergy_Bliss=0.237, Synergy_Loewe=0.0635, Synergy_HSA=5.11. (4) Drug 1: CCCCC(=O)OCC(=O)C1(CC(C2=C(C1)C(=C3C(=C2O)C(=O)C4=C(C3=O)C=CC=C4OC)O)OC5CC(C(C(O5)C)O)NC(=O)C(F)(F)F)O. Drug 2: CC1=C(C(=O)C2=C(C1=O)N3CC4C(C3(C2COC(=O)N)OC)N4)N. Cell line: DU-145. Synergy scores: CSS=64.2, Synergy_ZIP=-4.27, Synergy_Bliss=-6.48, Synergy_Loewe=-8.46, Synergy_HSA=-4.36. (5) Drug 1: CN(C)C(=N)N=C(N)N. Drug 2: CN1C=C(C=N1)C2=C3N=C(C(=C(N3N=C2)N)Br)C4CCCNC4. Cell line: SK-OV-3. Synergy scores: CSS=46.0, Synergy_ZIP=2.17, Synergy_Bliss=2.05, Synergy_Loewe=-41.3, Synergy_HSA=2.11. (6) Drug 1: C1=NC(=NC(=O)N1C2C(C(C(O2)CO)O)O)N. Drug 2: CCN(CC)CCNC(=O)C1=C(NC(=C1C)C=C2C3=C(C=CC(=C3)F)NC2=O)C. Cell line: RXF 393. Synergy scores: CSS=15.0, Synergy_ZIP=-4.95, Synergy_Bliss=-1.80, Synergy_Loewe=-6.55, Synergy_HSA=-3.54. (7) Drug 1: CC1=CC2C(CCC3(C2CCC3(C(=O)C)OC(=O)C)C)C4(C1=CC(=O)CC4)C. Drug 2: CC1=C(C=C(C=C1)NC(=O)C2=CC=C(C=C2)CN3CCN(CC3)C)NC4=NC=CC(=N4)C5=CN=CC=C5. Cell line: PC-3. Synergy scores: CSS=-2.42, Synergy_ZIP=2.59, Synergy_Bliss=2.69, Synergy_Loewe=0.287, Synergy_HSA=-0.630.